Dataset: Forward reaction prediction with 1.9M reactions from USPTO patents (1976-2016). Task: Predict the product of the given reaction. (1) The product is: [Si:20]([O:27][CH2:28][CH2:29][CH2:30][N:9]1[C:10]2[N:11]=[CH:12][N:13]=[C:14]([NH2:16])[C:15]=2[C:7]([C:4]2[CH:3]=[CH:2][C:1]([CH3:17])=[CH:6][CH:5]=2)=[CH:8]1)([C:23]([CH3:24])([CH3:25])[CH3:26])([CH3:22])[CH3:21]. Given the reactants [C:1]1([CH3:17])[CH:6]=[CH:5][C:4]([C:7]2[C:15]3[C:14]([NH2:16])=[N:13][CH:12]=[N:11][C:10]=3[NH:9][CH:8]=2)=[CH:3][CH:2]=1.[H-].[Na+].[Si:20]([O:27][CH2:28][CH2:29][CH2:30]I)([C:23]([CH3:26])([CH3:25])[CH3:24])([CH3:22])[CH3:21], predict the reaction product. (2) Given the reactants [N:1]1([C:7]([N:9]2[CH2:14][CH:13]([C:15]3[CH:20]=[CH:19][C:18]([C:21]([F:24])([F:23])[F:22])=[CH:17][CH:16]=3)[CH2:12][CH:11]([C:25](O)=[O:26])[CH2:10]2)=[O:8])[CH2:6][CH2:5][O:4][CH2:3][CH2:2]1.[Cl:28][C:29]1[CH:30]=[C:31]([C:35]([NH:37][NH2:38])=O)[CH:32]=[CH:33][CH:34]=1, predict the reaction product. The product is: [Cl:28][C:29]1[CH:30]=[C:31]([C:35]2[O:26][C:25]([CH:11]3[CH2:12][CH:13]([C:15]4[CH:16]=[CH:17][C:18]([C:21]([F:24])([F:23])[F:22])=[CH:19][CH:20]=4)[CH2:14][N:9]([C:7]([N:1]4[CH2:2][CH2:3][O:4][CH2:5][CH2:6]4)=[O:8])[CH2:10]3)=[N:38][N:37]=2)[CH:32]=[CH:33][CH:34]=1. (3) Given the reactants [O:1]=[C:2]([CH2:9][CH2:10][CH3:11])[CH2:3][C:4]([O:6][CH2:7][CH3:8])=[O:5].[CH2:12](O)[CH2:13][CH2:14][OH:15].C(OC)(OC)OC.C(N(CC)CC)C, predict the reaction product. The product is: [CH2:9]([C:2]1([CH2:3][C:4]([O:6][CH2:7][CH3:8])=[O:5])[O:15][CH2:14][CH2:13][CH2:12][O:1]1)[CH2:10][CH3:11]. (4) Given the reactants [CH2:1]([N:4]1[C:12]2[C:7](=[CH:8][C:9]([Br:13])=[CH:10][CH:11]=2)[CH:6]=[N:5]1)[CH:2]=[CH2:3].B1C2CCCC1CCC2.[OH:23]O.[OH-].[Na+], predict the reaction product. The product is: [Br:13][C:9]1[CH:8]=[C:7]2[C:12](=[CH:11][CH:10]=1)[N:4]([CH2:1][CH2:2][CH2:3][OH:23])[N:5]=[CH:6]2. (5) Given the reactants [C:1]([O:5][C:6](=[O:14])/[CH:7]=[CH:8]/[C:9]1[CH:13]=[CH:12][NH:11][CH:10]=1)([CH3:4])([CH3:3])[CH3:2].[N:15]1([C:20]2[CH:25]=[CH:24][C:23]([S:26](Cl)(=[O:28])=[O:27])=[CH:22][CH:21]=2)[CH:19]=[CH:18][CH:17]=[N:16]1, predict the reaction product. The product is: [C:1]([O:5][C:6](=[O:14])/[CH:7]=[CH:8]/[C:9]1[CH:13]=[CH:12][N:11]([S:26]([C:23]2[CH:22]=[CH:21][C:20]([N:15]3[CH:19]=[CH:18][CH:17]=[N:16]3)=[CH:25][CH:24]=2)(=[O:27])=[O:28])[CH:10]=1)([CH3:4])([CH3:2])[CH3:3]. (6) Given the reactants C([C:3]([C:10](OCC)=O)=[CH:4][C:5]1[NH:6][CH:7]=[CH:8][CH:9]=1)#N.C(O[CH2:19][C:20]1[NH:21]C(C(OCC2C=CC=CC=2)=O)=CC=1)(=O)C.C1(C)C=CC(S(O)(=O)=O)=CC=1, predict the reaction product. The product is: [CH:8]1[CH:9]=[C:5]([CH2:4][C:3]2[NH:21][CH:20]=[CH:19][CH:10]=2)[NH:6][CH:7]=1. (7) Given the reactants [CH:1]([C:4]1[N:5]=[C:6]([CH2:9][CH2:10][C:11]2[CH:44]=[CH:43][N:14]3[C:15](=[O:42])[C:16]([C:25](=[O:41])[CH2:26][C:27]4[N:28]=[N:29][N:30](CC5C=CC(OC)=CC=5)[N:31]=4)=[C:17]([N:19]4[CH2:24][CH2:23][O:22][CH2:21][CH2:20]4)[N:18]=[C:13]3[CH:12]=2)[S:7][CH:8]=1)([CH3:3])[CH3:2], predict the reaction product. The product is: [CH:1]([C:4]1[N:5]=[C:6]([CH2:9][CH2:10][C:11]2[CH:44]=[CH:43][N:14]3[C:15](=[O:42])[C:16]([C:25](=[O:41])[CH2:26][C:27]4[N:28]=[N:29][NH:30][N:31]=4)=[C:17]([N:19]4[CH2:20][CH2:21][O:22][CH2:23][CH2:24]4)[N:18]=[C:13]3[CH:12]=2)[S:7][CH:8]=1)([CH3:3])[CH3:2]. (8) Given the reactants [NH2:1][C:2]1[CH:7]=[CH:6][C:5]([NH:8][S:9]([C:12]2[CH:13]=[C:14]([C:18]3[CH:23]=[CH:22][C:21]([F:24])=[CH:20][CH:19]=3)[CH:15]=[CH:16][CH:17]=2)(=[O:11])=[O:10])=[CH:4][CH:3]=1.[Cl:25][C:26]1[CH:31]=[CH:30][CH:29]=[CH:28][C:27]=1[N:32]=[C:33]=[O:34], predict the reaction product. The product is: [Cl:25][C:26]1[CH:31]=[CH:30][CH:29]=[CH:28][C:27]=1[NH:32][C:33](=[O:34])[NH:1][C:2]1[CH:3]=[CH:4][C:5]([NH:8][S:9]([C:12]2[CH:13]=[C:14]([C:18]3[CH:23]=[CH:22][C:21]([F:24])=[CH:20][CH:19]=3)[CH:15]=[CH:16][CH:17]=2)(=[O:11])=[O:10])=[CH:6][CH:7]=1.